Dataset: Reaction yield outcomes from USPTO patents with 853,638 reactions. Task: Predict the reaction yield, written as a fraction of the theoretical maximum amount of product (1.0 means a 100% yield; for example, 0.34 means a 34% yield). (1) The reactants are [CH3:1][C:2]([CH3:29])([O:4][C:5]([NH:7][C@H:8]([CH2:13][C:14]1[CH:19]=[C:18]([F:20])[CH:17]=[CH:16][C:15]=1[O:21][CH2:22][C:23]1[CH:28]=[CH:27][CH:26]=[CH:25][CH:24]=1)[CH2:9][C:10](O)=[O:11])=[O:6])[CH3:3].Cl.[F:31][C:32]([F:44])([F:43])[C:33]1[N:34]=[CH:35][C:36]2[CH2:42][CH2:41][NH:40][CH2:39][C:37]=2[N:38]=1.C(N(C(C)C)CC)(C)C.ON1C2N=CC=CC=2N=N1.F[P-](F)(F)(F)(F)F.N1(OC(N(C)C)=[N+](C)C)C2N=CC=CC=2N=N1. The catalyst is ClCCl.C(OCC)(=O)C. The product is [CH3:1][C:2]([CH3:29])([O:4][C:5]([NH:7][C@H:8]([CH2:13][C:14]1[CH:19]=[C:18]([F:20])[CH:17]=[CH:16][C:15]=1[O:21][CH2:22][C:23]1[CH:24]=[CH:25][CH:26]=[CH:27][CH:28]=1)[CH2:9][C:10]([N:40]1[CH2:41][CH2:42][C:36]2[CH:35]=[N:34][C:33]([C:32]([F:44])([F:31])[F:43])=[N:38][C:37]=2[CH2:39]1)=[O:11])=[O:6])[CH3:3]. The yield is 0.860. (2) The reactants are [NH2:1][C:2]1[CH:3]=[C:4]([C@:8]23[CH2:16][NH:15][CH2:14][C@H:13]2[CH2:12][S:11][C:10]([NH:17][C:18](=[O:25])[C:19]2[CH:24]=[CH:23][CH:22]=[CH:21][CH:20]=2)=[N:9]3)[CH:5]=[CH:6][CH:7]=1.[F:26][C:27]1[CH:28]=[N:29][C:30](Cl)=[N:31][CH:32]=1.C(N(C(C)C)CC)(C)C. The catalyst is O1CCOCC1.O. The product is [NH2:1][C:2]1[CH:3]=[C:4]([C@:8]23[CH2:16][N:15]([C:30]4[N:31]=[CH:32][C:27]([F:26])=[CH:28][N:29]=4)[CH2:14][C@H:13]2[CH2:12][S:11][C:10]([NH:17][C:18](=[O:25])[C:19]2[CH:20]=[CH:21][CH:22]=[CH:23][CH:24]=2)=[N:9]3)[CH:5]=[CH:6][CH:7]=1. The yield is 0.790. (3) The yield is 0.380. The reactants are [N+:1]([C:4]1[CH:8]=[C:7]([CH2:9][OH:10])[NH:6][N:5]=1)([O-:3])=[O:2].C([O-])([O-])=O.[Cs+].[Cs+].[CH3:17][C:18]1([CH3:21])[CH2:20][O:19]1. The product is [OH:10][CH2:9][C:7]1[N:6]([CH2:17][C:18]([CH3:21])([OH:19])[CH3:20])[N:5]=[C:4]([N+:1]([O-:3])=[O:2])[CH:8]=1. No catalyst specified. (4) The reactants are [C:1]([C:3]([CH3:10])([CH3:9])[C:4]([O:6][CH2:7][CH3:8])=[O:5])#[N:2]. The catalyst is [Ni]. The product is [NH2:2][CH2:1][C:3]([CH3:10])([CH3:9])[C:4]([O:6][CH2:7][CH3:8])=[O:5]. The yield is 1.00. (5) The reactants are [C:1]([N:5]1[C:9]2[N:10]=[C:11]([NH:14][C:15](=[O:23])[C:16]3[CH:21]=[CH:20][C:19]([CH3:22])=[CH:18][CH:17]=3)[N:12]=[CH:13][C:8]=2[C:7](I)=[CH:6]1)([CH3:4])([CH3:3])[CH3:2].[CH3:25][NH2:26].C1[CH2:31][O:30]CC1. The catalyst is CN(C=O)C.CCOC(C)=O.Cl[Pd](Cl)([P](C1C=CC=CC=1)(C1C=CC=CC=1)C1C=CC=CC=1)[P](C1C=CC=CC=1)(C1C=CC=CC=1)C1C=CC=CC=1. The product is [CH3:25][NH:26][C:31]([C:7]1[C:8]2[CH:13]=[N:12][C:11]([NH:14][C:15](=[O:23])[C:16]3[CH:21]=[CH:20][C:19]([CH3:22])=[CH:18][CH:17]=3)=[N:10][C:9]=2[N:5]([C:1]([CH3:4])([CH3:3])[CH3:2])[CH:6]=1)=[O:30]. The yield is 0.770. (6) The reactants are C(N(CC)CC)C.[OH:8][N:9]1[C:13](=[O:14])[C:12]2=[CH:15][CH:16]=[CH:17][CH:18]=[C:11]2[C:10]1=[O:19].Br[CH2:21][CH:22]1[CH2:24][N:23]1[S:25]([C:28]1[CH:33]=[CH:32][CH:31]=[CH:30][C:29]=1[N+:34]([O-:36])=[O:35])(=[O:27])=[O:26].[CH3:37][OH:38]. The catalyst is O1CCOCC1. The product is [CH3:37][O:38][C:10](=[O:19])[C:11]1[CH:18]=[CH:17][CH:16]=[CH:15][C:12]=1[C:13]([N:9]1[CH2:24][CH:22]([NH:23][S:25]([C:28]2[CH:33]=[CH:32][CH:31]=[CH:30][C:29]=2[N+:34]([O-:36])=[O:35])(=[O:27])=[O:26])[CH2:21][O:8]1)=[O:14]. The yield is 0.740. (7) The product is [Br:1][C:2]1[C:3]([CH3:21])=[C:4]([N:8]2[C:17](=[O:18])[C:16]3[C:11](=[C:12]([F:19])[CH:13]=[CH:14][CH:15]=3)[N:10]([CH3:22])[C:9]2=[O:20])[CH:5]=[CH:6][CH:7]=1. The catalyst is CN(C=O)C.CCOC(C)=O.O. The reactants are [Br:1][C:2]1[C:3]([CH3:21])=[C:4]([N:8]2[C:17](=[O:18])[C:16]3[C:11](=[C:12]([F:19])[CH:13]=[CH:14][CH:15]=3)[NH:10][C:9]2=[O:20])[CH:5]=[CH:6][CH:7]=1.[C:22]([O-])([O-])=O.[Cs+].[Cs+].IC. The yield is 0.960. (8) The reactants are N1([C:10]23[CH2:19][C:18]([CH3:23])([C:20]([O-:22])=O)[CH2:17][CH:11]2[O:12][C:13]([CH3:16])([CH3:15])[O:14]3)C2C=CC=CC=2N=N1.FC(F)(F)C([O-])=O.[C:31]([NH2+:46][CH2:47][CH2:48][CH2:49][NH2:50])(=[O:45])[CH2:32][CH2:33][CH2:34][CH2:35][C@H:36]1[C@@H:44]2[C@@H:39]([NH:40][C:41]([NH:43]2)=[O:42])[CH2:38][S:37]1.C(=O)(O)[O-].[Na+]. The catalyst is CO. The product is [CH3:16][C:13]1([CH3:15])[O:12][CH:11]2[CH2:17][C:18]([CH3:23])([C:20]([NH:50][CH2:49][CH2:48][CH2:47][NH:46][C:31](=[O:45])[CH2:32][CH2:33][CH2:34][CH2:35][C@H:36]3[C@@H:44]4[C@@H:39]([NH:40][C:41](=[O:42])[NH:43]4)[CH2:38][S:37]3)=[O:22])[CH2:19][CH:10]2[O:14]1. The yield is 0.900.